This data is from Catalyst prediction with 721,799 reactions and 888 catalyst types from USPTO. The task is: Predict which catalyst facilitates the given reaction. (1) The catalyst class is: 16. Reactant: [CH3:1][C:2]1[CH:10]=[CH:9][C:8]2[NH:7][C:6]3[CH:11]4[CH2:17][N:15]([CH2:16][C:5]=3[C:4]=2[CH:3]=1)[CH2:14][CH2:13][CH2:12]4.[Na].[CH3:19][C:20]1[CH:25]=[CH:24][C:23]([CH:26]=[CH2:27])=[CH:22][N:21]=1.C1(C=CC(O)=CC=1)O. Product: [CH3:1][C:2]1[CH:10]=[CH:9][C:8]2[N:7]([CH2:27][CH2:26][C:23]3[CH:22]=[N:21][C:20]([CH3:19])=[CH:25][CH:24]=3)[C:6]3[CH:11]4[CH2:17][N:15]([CH2:16][C:5]=3[C:4]=2[CH:3]=1)[CH2:14][CH2:13][CH2:12]4. (2) Reactant: [OH:1][CH:2]1[CH2:5][NH:4][CH2:3]1.[C:6](O[C:6]([O:8][C:9]([CH3:12])([CH3:11])[CH3:10])=[O:7])([O:8][C:9]([CH3:12])([CH3:11])[CH3:10])=[O:7].C(N(CC)CC)C. The catalyst class is: 10. Product: [OH:1][CH:2]1[CH2:5][N:4]([C:6]([O:8][C:9]([CH3:12])([CH3:11])[CH3:10])=[O:7])[CH2:3]1. (3) Reactant: C(Cl)(=O)C(Cl)=O.[C:7]1([CH2:13][O:14][C:15]2[CH:16]=[C:17]([CH:21]=[C:22]([O:24][C@H:25]3[CH2:29][CH2:28][O:27][CH2:26]3)[CH:23]=2)[C:18]([OH:20])=O)[CH:12]=[CH:11][CH:10]=[CH:9][CH:8]=1.[NH2:30][C:31]1[CH:36]=[N:35][C:34]([CH3:37])=[CH:33][N:32]=1.N1C=CC=CC=1. Product: [CH3:37][C:34]1[N:35]=[CH:36][C:31]([NH:30][C:18](=[O:20])[C:17]2[CH:21]=[C:22]([O:24][C@H:25]3[CH2:29][CH2:28][O:27][CH2:26]3)[CH:23]=[C:15]([O:14][CH2:13][C:7]3[CH:8]=[CH:9][CH:10]=[CH:11][CH:12]=3)[CH:16]=2)=[N:32][CH:33]=1. The catalyst class is: 85. (4) Product: [CH:1]1([C:4]2[O:8][N:7]=[C:6]([CH:9]3[CH2:10][CH2:11][C:12]([F:16])([F:15])[CH2:13][CH2:14]3)[C:5]=2[CH2:17][OH:18])[CH2:2][CH2:3]1. The catalyst class is: 1. Reactant: [CH:1]1([C:4]2[O:8][N:7]=[C:6]([CH:9]3[CH2:14][CH2:13][C:12]([F:16])([F:15])[CH2:11][CH2:10]3)[C:5]=2[C:17](OC)=[O:18])[CH2:3][CH2:2]1.[H-].[H-].[H-].[H-].[Li+].[Al+3].O.[OH-].[Na+].